From a dataset of Full USPTO retrosynthesis dataset with 1.9M reactions from patents (1976-2016). Predict the reactants needed to synthesize the given product. Given the product [F:29][C:27]1([F:30])[CH2:28][CH:26]1[CH2:25][N:15]1[C:16](=[O:17])[N:12]([C:4]2[S:5][C:6]([C:7]([O:9][CH2:10][CH3:11])=[O:8])=[C:2]([CH3:1])[N:3]=2)[CH:13]=[N:14]1, predict the reactants needed to synthesize it. The reactants are: [CH3:1][C:2]1[N:3]=[C:4]([N:12]2[C:16](=[O:17])[NH:15][N:14]=[CH:13]2)[S:5][C:6]=1[C:7]([O:9][CH2:10][CH3:11])=[O:8].C(=O)([O-])[O-].[Cs+].[Cs+].Br[CH2:25][CH:26]1[CH2:28][C:27]1([F:30])[F:29].